This data is from Catalyst prediction with 721,799 reactions and 888 catalyst types from USPTO. The task is: Predict which catalyst facilitates the given reaction. (1) Reactant: [Br-].[Li+].C1(C)C=CC(S(O)(=O)=O)=CC=1.[CH:14]([OH:25])=[CH:15][CH2:16][CH2:17][CH2:18][CH2:19][CH2:20][CH2:21][CH2:22][CH2:23][CH3:24].[CH3:26][O:27][CH2:28]OC. Product: [CH3:26][O:27][CH2:28][O:25][CH2:14][CH2:15][CH2:16][CH2:17][CH2:18][CH2:19][CH2:20][CH2:21][CH2:22][CH:23]=[CH2:24]. The catalyst class is: 28. (2) Reactant: [CH3:1][N:2]1[CH:6]=[C:5]([N+:7]([O-])=O)[CH:4]=[C:3]1[C:10]([OH:12])=[O:11].C(=O)([O-])[O-].[Na+].[Na+].[C:19]1([S:25](Cl)(=[O:27])=[O:26])[CH:24]=[CH:23][CH:22]=[CH:21][CH:20]=1. Product: [CH3:1][N:2]1[CH:6]=[C:5]([NH:7][S:25]([C:19]2[CH:24]=[CH:23][CH:22]=[CH:21][CH:20]=2)(=[O:27])=[O:26])[CH:4]=[C:3]1[C:10]([OH:12])=[O:11]. The catalyst class is: 354. (3) Reactant: [OH-].[Na+].[CH:3]1([NH:9][C:10](=[O:33])[N:11]([C:13]2[CH:14]=[C:15]([C:19]3[CH:24]=[CH:23][C:22](/[CH:25]=[C:26](\[O:31][CH3:32])/[C:27]([O:29]C)=[O:28])=[CH:21][CH:20]=3)[CH:16]=[CH:17][CH:18]=2)[CH3:12])[CH2:8][CH2:7][CH2:6][CH2:5][CH2:4]1.C(O)(=O)C. Product: [CH:3]1([NH:9][C:10](=[O:33])[N:11]([C:13]2[CH:14]=[C:15]([C:19]3[CH:20]=[CH:21][C:22](/[CH:25]=[C:26](\[O:31][CH3:32])/[C:27]([OH:29])=[O:28])=[CH:23][CH:24]=3)[CH:16]=[CH:17][CH:18]=2)[CH3:12])[CH2:4][CH2:5][CH2:6][CH2:7][CH2:8]1. The catalyst class is: 7. (4) Reactant: [OH-].[K+].[SH2:3].[Cl:4][C:5]1[C:9]([Cl:10])=[C:8]([C:11](Cl)=[O:12])[S:7][N:6]=1. Product: [Cl:4][C:5]1[C:9]([Cl:10])=[C:8]([C:11](=[S:3])[OH:12])[S:7][N:6]=1. The catalyst class is: 8.